From a dataset of Catalyst prediction with 721,799 reactions and 888 catalyst types from USPTO. Predict which catalyst facilitates the given reaction. (1) Reactant: [C:1]1([C:7]2[CH:11]([C:12]3[CH:17]=[CH:16][CH:15]=[CH:14][CH:13]=3)[C:10](=[S:18])[NH:9][N:8]=2)[CH:6]=[CH:5][CH:4]=[CH:3][CH:2]=1.Br[CH2:20][C:21]#[N:22].C([O-])([O-])=O.[K+].[K+]. Product: [C:1]1([C:7]2[C:11]([C:12]3[CH:13]=[CH:14][CH:15]=[CH:16][CH:17]=3)=[C:10]([S:18][CH2:20][C:21]#[N:22])[NH:9][N:8]=2)[CH:2]=[CH:3][CH:4]=[CH:5][CH:6]=1. The catalyst class is: 3. (2) Reactant: C([N:8]1[C@@H:13]([C:14](=[O:19])[CH2:15][CH2:16][CH:17]=[CH2:18])[CH2:12][CH2:11][CH2:10][C@@H:9]1[CH3:20])(OC(C)(C)C)=O. Product: [CH3:20][C@H:9]1[CH2:10][CH2:11][CH2:12][C@H:13]([C:14](=[O:19])[CH2:15][CH2:16][CH:17]=[CH2:18])[NH:8]1. The catalyst class is: 330.